Dataset: NCI-60 drug combinations with 297,098 pairs across 59 cell lines. Task: Regression. Given two drug SMILES strings and cell line genomic features, predict the synergy score measuring deviation from expected non-interaction effect. Drug 1: C1=CN(C(=O)N=C1N)C2C(C(C(O2)CO)O)O.Cl. Drug 2: CNC(=O)C1=NC=CC(=C1)OC2=CC=C(C=C2)NC(=O)NC3=CC(=C(C=C3)Cl)C(F)(F)F. Cell line: UO-31. Synergy scores: CSS=24.2, Synergy_ZIP=0.212, Synergy_Bliss=-0.0779, Synergy_Loewe=-6.77, Synergy_HSA=0.589.